This data is from Catalyst prediction with 721,799 reactions and 888 catalyst types from USPTO. The task is: Predict which catalyst facilitates the given reaction. (1) Reactant: [C:1]1([CH3:19])[CH:6]=[CH:5][CH:4]=[CH:3][C:2]=1[O:7][CH:8]([C:10]1[CH:18]=[CH:17][C:13]([C:14]([OH:16])=O)=[CH:12][CH:11]=1)[CH3:9].CN(C(ON1N=NC2C=CC=NC1=2)=[N+](C)C)C.F[P-](F)(F)(F)(F)F.C(N(CC)CC)C.[NH2:51][CH2:52][C:53]1[C:54]([OH:61])=[N:55][C:56]([CH3:60])=[CH:57][C:58]=1[CH3:59]. Product: [OH:61][C:54]1[C:53]([CH2:52][NH:51][C:14](=[O:16])[C:13]2[CH:12]=[CH:11][C:10]([CH:8]([O:7][C:2]3[CH:3]=[CH:4][CH:5]=[CH:6][C:1]=3[CH3:19])[CH3:9])=[CH:18][CH:17]=2)=[C:58]([CH3:59])[CH:57]=[C:56]([CH3:60])[N:55]=1. The catalyst class is: 4. (2) Reactant: [Cl:1][C:2]1[CH:3]=[C:4]([CH:24]=[CH:25][C:26]=1[Cl:27])[CH2:5][CH:6]1[C:15]2[C:10](=[CH:11][CH:12]=[C:13]([O:16]C)[CH:14]=2)[CH2:9][CH2:8][CH:7]1[NH:18][C:19](=[O:23])[O:20][CH2:21][CH3:22].B(Br)(Br)Br. Product: [Cl:1][C:2]1[CH:3]=[C:4]([CH:24]=[CH:25][C:26]=1[Cl:27])[CH2:5][CH:6]1[C:15]2[C:10](=[CH:11][CH:12]=[C:13]([OH:16])[CH:14]=2)[CH2:9][CH2:8][CH:7]1[NH:18][C:19](=[O:23])[O:20][CH2:21][CH3:22]. The catalyst class is: 2.